This data is from Peptide-MHC class II binding affinity with 134,281 pairs from IEDB. The task is: Regression. Given a peptide amino acid sequence and an MHC pseudo amino acid sequence, predict their binding affinity value. This is MHC class II binding data. (1) The peptide sequence is VRKVCYNAVLTHVKIHHHHHH. The MHC is DRB1_1101 with pseudo-sequence DRB1_1101. The binding affinity (normalized) is 0. (2) The peptide sequence is EVWNRVWITNNPHMQ. The binding affinity (normalized) is 0.664. The MHC is DRB5_0101 with pseudo-sequence DRB5_0101. (3) The MHC is DRB1_1602 with pseudo-sequence DRB1_1602. The peptide sequence is AAFKIAATAANSAPA. The binding affinity (normalized) is 0.710.